Dataset: Full USPTO retrosynthesis dataset with 1.9M reactions from patents (1976-2016). Task: Predict the reactants needed to synthesize the given product. (1) Given the product [CH3:1][C:2]1[C:3]2[CH:4]=[C:5]([OH:35])[CH:6]=[CH:7][C:8]=2[N:9]([CH2:18][C:19]2[CH:24]=[CH:23][C:22]([O:25][CH2:26][CH2:27][N:28]3[CH2:29][CH2:30][CH2:31][CH2:32][CH2:33][CH2:34]3)=[CH:21][CH:20]=2)[C:10]=1[C:11]1[CH:12]=[CH:13][C:14]([OH:17])=[CH:15][CH:16]=1.[CH3:38][C:36]([OH:39])=[O:17], predict the reactants needed to synthesize it. The reactants are: [CH3:1][C:2]1[C:3]2[CH:4]=[C:5]([OH:35])[CH:6]=[CH:7][C:8]=2[N:9]([CH2:18][C:19]2[CH:20]=[CH:21][C:22]([O:25][CH2:26][CH2:27][N:28]3[CH2:34][CH2:33][CH2:32][CH2:31][CH2:30][CH2:29]3)=[CH:23][CH:24]=2)[C:10]=1[C:11]1[CH:12]=[CH:13][C:14]([OH:17])=[CH:15][CH:16]=1.[CH:36]([OH:39])([CH3:38])C. (2) Given the product [Cl:22][C:19]1[CH:20]=[CH:21][C:16]([C:8]2[C:7]([CH2:6][O:5][C:24]3[CH:29]=[CH:28][C:27]([CH2:30][CH:31]([CH3:37])[C:32]([OH:34])=[O:33])=[CH:26][CH:25]=3)=[C:11]([C:12]([F:15])([F:14])[F:13])[S:10][N:9]=2)=[CH:17][CH:18]=1, predict the reactants needed to synthesize it. The reactants are: CS([O:5][CH2:6][C:7]1[C:8]([C:16]2[CH:21]=[CH:20][C:19]([Cl:22])=[CH:18][CH:17]=2)=[N:9][S:10][C:11]=1[C:12]([F:15])([F:14])[F:13])(=O)=O.O[C:24]1[CH:29]=[CH:28][C:27]([CH2:30][CH:31]([CH3:37])[C:32]([O:34]CC)=[O:33])=[CH:26][CH:25]=1. (3) Given the product [Cl:34][C:15]1[C:14]2=[C:18]([OH:22])[CH:19]=[CH:20][CH:21]=[C:13]2[C:12]2[O:11][CH2:10][C:9]3[CH:26]=[C:5]([OH:4])[CH:6]=[CH:7][C:8]=3[C:17]=2[CH:16]=1, predict the reactants needed to synthesize it. The reactants are: C([O:4][C:5]1[CH:6]=[CH:7][C:8]2[C:17]3[C:12](=[C:13]4[CH:21]=[CH:20][CH:19]=[C:18]([O:22]C(=O)C)[C:14]4=[CH:15][CH:16]=3)[O:11][CH2:10][C:9]=2[CH:26]=1)(=O)C.C1C(=O)N([Cl:34])C(=O)C1. (4) Given the product [OH:8][C:9]1[CH:10]=[C:11]([C:17]2[O:18][CH:19]=[C:20]([CH2:22][CH2:23][C:28]([C:30]3[C:35]([CH3:36])=[CH:34][CH:33]=[CH:32][N:31]=3)=[O:29])[N:21]=2)[CH:12]=[CH:13][C:14]=1[O:15][CH3:16], predict the reactants needed to synthesize it. The reactants are: C([O:8][C:9]1[CH:10]=[C:11]([C:17]2[O:18][CH:19]=[C:20]([CH2:22][CH:23]([C:28]([C:30]3[C:35]([CH3:36])=[CH:34][CH:33]=[CH:32][N:31]=3)=[O:29])C(OC)=O)[N:21]=2)[CH:12]=[CH:13][C:14]=1[O:15][CH3:16])C1C=CC=CC=1.Cl. (5) Given the product [C:1]([O:5][C:6]([N:8]1[CH2:13][CH2:12][CH:11]([CH2:14][CH2:15][CH2:16][C:17]2[CH:22]=[CH:21][N:20]=[CH:19][CH:18]=2)[CH2:10][CH2:9]1)=[O:7])([CH3:4])([CH3:2])[CH3:3], predict the reactants needed to synthesize it. The reactants are: [C:1]([O:5][C:6]([N:8]1[CH2:13][CH2:12][CH:11]([CH2:14][CH:15]=[CH:16][C:17]2[CH:22]=[CH:21][N:20]=[CH:19][CH:18]=2)[CH2:10][CH2:9]1)=[O:7])([CH3:4])([CH3:3])[CH3:2].[H][H]. (6) Given the product [Cl:1][C:2]1[CH:3]=[C:4]([C:5]([NH:27][C:28]2[O:29][CH2:30][CH2:31][N:32]=2)=[O:6])[CH:8]=[CH:9][C:10]=1[C:11]([NH:12][C:13]1[CH:18]=[CH:17][C:16]([Cl:19])=[C:15]([C:20]2[CH:25]=[CH:24][CH:23]=[CH:22][N:21]=2)[CH:14]=1)=[O:26], predict the reactants needed to synthesize it. The reactants are: [Cl:1][C:2]1[CH:3]=[C:4]([CH:8]=[CH:9][C:10]=1[C:11](=[O:26])[NH:12][C:13]1[CH:18]=[CH:17][C:16]([Cl:19])=[C:15]([C:20]2[CH:25]=[CH:24][CH:23]=[CH:22][N:21]=2)[CH:14]=1)[C:5](O)=[O:6].[NH2:27][C:28]1[O:29][CH2:30][CH2:31][N:32]=1.